From a dataset of Full USPTO retrosynthesis dataset with 1.9M reactions from patents (1976-2016). Predict the reactants needed to synthesize the given product. (1) Given the product [O:1]1[C:5]2[CH:6]=[CH:7][CH:8]=[CH:9][C:4]=2[CH:3]=[C:2]1[C:10]1[C:11]([NH2:17])=[N:12][CH:13]=[C:14]([N:33]2[CH2:32][CH2:31][N:30]([S:27]([CH2:25][CH3:26])(=[O:28])=[O:29])[CH2:35][CH2:34]2)[N:15]=1, predict the reactants needed to synthesize it. The reactants are: [O:1]1[C:5]2[CH:6]=[CH:7][CH:8]=[CH:9][C:4]=2[CH:3]=[C:2]1[C:10]1[C:11]([NH:17]C(=O)OC(C)(C)C)=[N:12][CH:13]=[C:14](Br)[N:15]=1.[CH2:25]([S:27]([N:30]1[CH2:35][CH2:34][NH:33][CH2:32][CH2:31]1)(=[O:29])=[O:28])[CH3:26].Cl.O1CCOCC1. (2) Given the product [Cl:16][C:17]1[C:22]([C:23]2[CH:24]=[CH:25][CH:26]=[CH:27][CH:28]=2)=[N:21][N:20]=[C:19]2[N:29]([CH2:33][CH2:34][N:35]3[CH2:39][CH2:38][CH2:37][CH2:36]3)[N:30]=[C:31]([C:4]3[CH2:3][CH2:2][O:1][CH2:6][CH:5]=3)[C:18]=12, predict the reactants needed to synthesize it. The reactants are: [O:1]1[CH2:6][CH:5]=[C:4](B2OC(C)(C)C(C)(C)O2)[CH2:3][CH2:2]1.[Cl:16][C:17]1[C:22]([C:23]2[CH:28]=[CH:27][CH:26]=[CH:25][CH:24]=2)=[N:21][N:20]=[C:19]2[N:29]([CH2:33][CH2:34][N:35]3[CH2:39][CH2:38][CH2:37][CH2:36]3)[N:30]=[C:31](I)[C:18]=12. (3) Given the product [Cl:1][C:2]1[O:6][C:5]([CH:7]([OH:11])[CH2:8][NH:9][CH3:10])=[CH:4][CH:3]=1, predict the reactants needed to synthesize it. The reactants are: [Cl:1][C:2]1[O:6][C:5]([CH:7]2[O:11][C:10](=O)[N:9](C)[CH2:8]2)=[CH:4][CH:3]=1.[OH-].[K+].[Na+].[Cl-]. (4) Given the product [CH3:11][C@H:10]1[C:3]2[C:2]([C:21]3[S:22][C:18]([C:16]([O:15][CH2:13][CH3:14])=[O:17])=[CH:19][CH:20]=3)=[N:7][CH:6]=[N:5][C:4]=2[CH2:8][CH2:9]1, predict the reactants needed to synthesize it. The reactants are: Cl[C:2]1[C:3]2[C@H:10]([CH3:11])[CH2:9][CH2:8][C:4]=2[N:5]=[CH:6][N:7]=1.[Br-].[CH2:13]([O:15][C:16]([C:18]1[S:22][C:21]([Zn+])=[CH:20][CH:19]=1)=[O:17])[CH3:14].C1COCC1.O. (5) Given the product [Cl:1][C:2]1[C:7]([C:8]#[N:9])=[CH:6][N:5]=[C:4]2[CH:10]=[C:11]([C:15]3[CH:20]=[CH:19][N:18]=[CH:17][CH:16]=3)[S:12][C:3]=12, predict the reactants needed to synthesize it. The reactants are: [Cl:1][C:2]1[C:7]([C:8]#[N:9])=[CH:6][N:5]=[C:4]2[CH:10]=[C:11](I)[S:12][C:3]=12.B(O)(O)[C:15]1[CH:20]=[CH:19][N:18]=[CH:17][CH:16]=1.